Dataset: Reaction yield outcomes from USPTO patents with 853,638 reactions. Task: Predict the reaction yield, written as a fraction of the theoretical maximum amount of product (1.0 means a 100% yield; for example, 0.34 means a 34% yield). (1) The catalyst is C(O)(=O)C. The product is [C:26]1([C:8]2[C:9]3[S:14][C:13]([C:15]([O:17][CH3:18])=[O:16])=[CH:12][C:10]=3[NH:11][C:7]=2[C:1]2[CH:2]=[CH:3][CH:4]=[CH:5][CH:6]=2)[CH2:31][CH2:30][CH2:29][CH2:28][CH:27]=1. The yield is 0.690. The reactants are [C:1]1([C:7]2[NH:11][C:10]3[CH:12]=[C:13]([C:15]([O:17][CH3:18])=[O:16])[S:14][C:9]=3[CH:8]=2)[CH:6]=[CH:5][CH:4]=[CH:3][CH:2]=1.C(OC(=O)C)(=O)C.[C:26]1(=O)[CH2:31][CH2:30][CH2:29][CH2:28][CH2:27]1.P(=O)(O)(O)O. (2) The reactants are [Cl:1][C:2]1[CH:28]=[CH:27][CH:26]=[C:25]([Cl:29])[C:3]=1[CH2:4][N:5]1[C:10](=[O:11])[CH2:9][NH:8][C:7]2[N:12]=[CH:13][C:14]([C:16]3[CH:24]=[CH:23][C:19]([C:20]([OH:22])=O)=[CH:18][CH:17]=3)=[CH:15][C:6]1=2.[N:30]1([CH2:35][CH2:36][NH2:37])[CH2:34][CH2:33][CH2:32][CH2:31]1. No catalyst specified. The product is [Cl:1][C:2]1[CH:28]=[CH:27][CH:26]=[C:25]([Cl:29])[C:3]=1[CH2:4][N:5]1[C:10](=[O:11])[CH2:9][NH:8][C:7]2[N:12]=[CH:13][C:14]([C:16]3[CH:24]=[CH:23][C:19]([C:20]([NH:37][CH2:36][CH2:35][N:30]4[CH2:34][CH2:33][CH2:32][CH2:31]4)=[O:22])=[CH:18][CH:17]=3)=[CH:15][C:6]1=2. The yield is 0.260. (3) The reactants are Cl.[C:2]1([C:8]2[CH:9]=[C:10]3[C:14](=[C:15]([C:17]([NH2:19])=[O:18])[CH:16]=2)[NH:13][N:12]=[C:11]3[CH:20]2[CH2:25][CH2:24][NH:23][CH2:22][CH2:21]2)[CH:7]=[CH:6][CH:5]=[CH:4][CH:3]=1.C(N(C(C)C)CC)(C)C.O=C1CCC(=O)[N:37]1[CH2:42][CH2:43][S:44](Cl)(=[O:46])=[O:45].NN. The catalyst is CN(C=O)C.CN(C1C=CN=CC=1)C. The product is [NH2:37][CH2:42][CH2:43][S:44]([N:23]1[CH2:24][CH2:25][CH:20]([C:11]2[C:10]3[C:14](=[C:15]([C:17]([NH2:19])=[O:18])[CH:16]=[C:8]([C:2]4[CH:3]=[CH:4][CH:5]=[CH:6][CH:7]=4)[CH:9]=3)[NH:13][N:12]=2)[CH2:21][CH2:22]1)(=[O:46])=[O:45]. The yield is 0.170. (4) The reactants are Cl[C:2]1[C:7]([CH3:8])=[C:6]([Cl:9])[N:5]=[CH:4][C:3]=1[C:10]([N:12]1[CH2:17][CH2:16][CH:15]([C:18]2[CH:23]=[CH:22][C:21]([F:24])=[CH:20][CH:19]=2)[CH2:14][CH2:13]1)=[O:11].[CH2:25]([C:27]1[CH:33]=[CH:32][CH:31]=[CH:30][C:28]=1[NH2:29])[CH3:26]. No catalyst specified. The product is [Cl:9][C:6]1[N:5]=[CH:4][C:3]([C:10]([N:12]2[CH2:17][CH2:16][CH:15]([C:18]3[CH:23]=[CH:22][C:21]([F:24])=[CH:20][CH:19]=3)[CH2:14][CH2:13]2)=[O:11])=[C:2]([NH:29][C:28]2[CH:30]=[CH:31][CH:32]=[CH:33][C:27]=2[CH2:25][CH3:26])[C:7]=1[CH3:8]. The yield is 0.900.